Predict which catalyst facilitates the given reaction. From a dataset of Catalyst prediction with 721,799 reactions and 888 catalyst types from USPTO. (1) Reactant: [CH3:1][O:2][C:3]([C:5]1[CH:10]=[CH:9][CH:8]=[CH:7][C:6]=1[C:11]#[C:12][C:13]1[N:18]=[CH:17][C:16]([C:19]([O:21][CH3:22])=[O:20])=[CH:15][CH:14]=1)=[O:4].CC(O)=O.[H][H]. Product: [CH3:1][O:2][C:3]([C:5]1[CH:10]=[CH:9][CH:8]=[CH:7][C:6]=1[CH2:11][CH2:12][C@H:13]1[NH:18][CH2:17][C@@H:16]([C:19]([O:21][CH3:22])=[O:20])[CH2:15][CH2:14]1)=[O:4]. The catalyst class is: 5. (2) Reactant: [F:1][C:2]([F:21])([C:15]1[CH:16]=[N:17][CH:18]=[N:19][CH:20]=1)[C:3]1[CH:4]=[C:5]2[C:10](=[C:11]([CH:13]=C)[CH:12]=1)[N:9]=[CH:8][CH:7]=[CH:6]2.[O:22]=[O+][O-].CSC. Product: [F:1][C:2]([F:21])([C:15]1[CH:16]=[N:17][CH:18]=[N:19][CH:20]=1)[C:3]1[CH:4]=[C:5]2[C:10](=[C:11]([CH:13]=[O:22])[CH:12]=1)[N:9]=[CH:8][CH:7]=[CH:6]2. The catalyst class is: 2. (3) Reactant: F[C:2]1[CH:3]=[N:4][CH:5]=[CH:6][C:7]=1[C:8]1[O:9][C:10]2[CH:16]=[CH:15][C:14]([C:17]([F:20])([F:19])[F:18])=[CH:13][C:11]=2[CH:12]=1.[Na].[CH3:22][SH:23].CN(C=O)C. Product: [CH3:22][S:23][C:2]1[CH:3]=[N:4][CH:5]=[CH:6][C:7]=1[C:8]1[O:9][C:10]2[CH:16]=[CH:15][C:14]([C:17]([F:20])([F:19])[F:18])=[CH:13][C:11]=2[CH:12]=1. The catalyst class is: 6. (4) Reactant: [O:1]=[C:2]1[NH:6][C:5](=[O:7])[C:4](=[CH:8][C:9]2[O:13][C:12]([C:14]3[CH:15]=[C:16]([CH:20]=[CH:21][CH:22]=3)[C:17]([OH:19])=O)=[CH:11][CH:10]=2)S1.[CH3:23][N:24](C(ON1N=NC2C=CC=CC1=2)=[N+](C)C)C.F[P-](F)(F)(F)(F)F.CCN(C(C)C)C(C)C.[CH3:56][N:57]1[CH2:63][CH2:62][CH2:61][NH:60][CH2:59][CH2:58]1. The catalyst class is: 37. Product: [CH3:23][N:24]1[C:4](=[CH:8][C:9]2[O:13][C:12]([C:14]3[CH:22]=[CH:21][CH:20]=[C:16]([C:17]([N:60]4[CH2:61][CH2:62][CH2:63][N:57]([CH3:56])[CH2:58][CH2:59]4)=[O:19])[CH:15]=3)=[CH:11][CH:10]=2)[C:5](=[O:7])[NH:6][C:2]1=[O:1].